This data is from Forward reaction prediction with 1.9M reactions from USPTO patents (1976-2016). The task is: Predict the product of the given reaction. (1) Given the reactants Cl[S:2]([C:5]1[N:6]([C:15]([O:17][C:18]([CH3:21])([CH3:20])[CH3:19])=[O:16])[C:7]2[C:12]([CH:13]=1)=[CH:11][CH:10]=[CH:9][C:8]=2[F:14])(=[O:4])=[O:3].[F:22][C:23]1[CH:28]=[CH:27][C:26]([C:29]2[O:30][C:31]3[CH:41]=[C:40]([N:42]([CH3:47])[S:43]([CH3:46])(=[O:45])=[O:44])[C:39]([C@H:48]4[CH2:53][CH2:52][CH2:51][NH:50][CH2:49]4)=[CH:38][C:32]=3[C:33]=2[C:34]([NH:36][CH3:37])=[O:35])=[CH:25][CH:24]=1, predict the reaction product. The product is: [F:14][C:8]1[CH:9]=[CH:10][CH:11]=[C:12]2[C:7]=1[N:6]([C:15]([O:17][C:18]([CH3:21])([CH3:20])[CH3:19])=[O:16])[C:5]([S:2]([N:50]1[CH2:51][CH2:52][CH2:53][C@H:48]([C:39]3[C:40]([N:42]([CH3:47])[S:43]([CH3:46])(=[O:44])=[O:45])=[CH:41][C:31]4[O:30][C:29]([C:26]5[CH:25]=[CH:24][C:23]([F:22])=[CH:28][CH:27]=5)=[C:33]([C:34](=[O:35])[NH:36][CH3:37])[C:32]=4[CH:38]=3)[CH2:49]1)(=[O:4])=[O:3])=[CH:13]2. (2) The product is: [S:3]1[C:4]2[CH:10]=[CH:9][CH:8]=[CH:7][C:5]=2[N:6]=[C:2]1[NH:1][C:17]([C:15]1[S:16][C:12]([CH3:11])=[CH:13][CH:14]=1)=[O:18]. Given the reactants [NH2:1][C:2]1[S:3][C:4]2[CH:10]=[CH:9][CH:8]=[CH:7][C:5]=2[N:6]=1.[CH3:11][C:12]1[S:16][C:15]([C:17](Cl)=[O:18])=[CH:14][CH:13]=1, predict the reaction product. (3) Given the reactants C(C1(COC2C(C3CC3)=CC(C(O)=O)=C(F)C=2)C2CC3CC(CC1C3)C2)#N.[CH:28]12[CH2:34][CH:33]1[CH2:32][CH2:31][CH:30]([CH2:35][O:36][C:37]1[C:45]([CH:46]3[CH2:48][CH2:47]3)=[CH:44][C:40]([C:41](O)=[O:42])=[C:39]([F:49])[CH:38]=1)[CH2:29]2.CS(N)(=O)=O.[CH:55]1([S:58]([NH2:61])(=[O:60])=[O:59])[CH2:57][CH2:56]1, predict the reaction product. The product is: [CH:28]12[CH2:34][CH:33]1[CH2:32][CH2:31][CH:30]([CH2:35][O:36][C:37]1[C:45]([CH:46]3[CH2:48][CH2:47]3)=[CH:44][C:40]([C:41]([NH:61][S:58]([CH:55]3[CH2:57][CH2:56]3)(=[O:60])=[O:59])=[O:42])=[C:39]([F:49])[CH:38]=1)[CH2:29]2. (4) The product is: [CH2:1]([O:8][C:9]1[CH:10]=[C:11]2[C:15](=[CH:16][CH:17]=1)[N:14]([CH3:24])[N:13]=[C:12]2[CH2:18][C:19](=[O:21])[CH3:20])[C:2]1[CH:7]=[CH:6][CH:5]=[CH:4][CH:3]=1. Given the reactants [CH2:1]([O:8][C:9]1[CH:10]=[C:11]2[C:15](=[CH:16][CH:17]=1)[NH:14][N:13]=[C:12]2[CH2:18][C:19](=[O:21])[CH3:20])[C:2]1[CH:7]=[CH:6][CH:5]=[CH:4][CH:3]=1.IC.[C:24](=O)([O-])[O-].[K+].[K+].O, predict the reaction product. (5) Given the reactants [CH:1]1([C:4]2[C:5]([O:13][C@@H:14]([CH3:19])[C:15]([F:18])([F:17])[F:16])=[CH:6][C:7]([C:10]([OH:12])=O)=[N:8][CH:9]=2)[CH2:3][CH2:2]1.[CH:20]1([C:23]([NH2:31])([C:25]2[N:29]=[C:28]([CH3:30])[O:27][N:26]=2)[CH3:24])[CH2:22][CH2:21]1, predict the reaction product. The product is: [CH:20]1([C:23]([NH:31][C:10]([C:7]2[CH:6]=[C:5]([O:13][C@@H:14]([CH3:19])[C:15]([F:18])([F:17])[F:16])[C:4]([CH:1]3[CH2:2][CH2:3]3)=[CH:9][N:8]=2)=[O:12])([C:25]2[N:29]=[C:28]([CH3:30])[O:27][N:26]=2)[CH3:24])[CH2:22][CH2:21]1.